This data is from Catalyst prediction with 721,799 reactions and 888 catalyst types from USPTO. The task is: Predict which catalyst facilitates the given reaction. (1) Product: [NH2:1][C:2]1[C:7]([CH:8]=[O:9])=[C:6]([CH:10]2[CH2:12][CH2:11]2)[N:5]=[C:4]([O:20][C:19]2[N:15]([CH3:14])[N:16]=[CH:17][CH:18]=2)[CH:3]=1. The catalyst class is: 3. Reactant: [NH2:1][C:2]1[C:7]([CH:8]=[O:9])=[C:6]([CH:10]2[CH2:12][CH2:11]2)[N:5]=[C:4](Cl)[CH:3]=1.[CH3:14][N:15]1[C:19]([OH:20])=[CH:18][CH:17]=[N:16]1.C(=O)([O-])[O-].[Cs+].[Cs+].O. (2) Reactant: [N+:1]([C:4]1[CH:12]=[CH:11][C:7]([C:8](Cl)=[O:9])=[CH:6][CH:5]=1)([O-:3])=[O:2].[Cl:13][C:14]1[C:15]2[C@H:22]([CH3:23])[CH2:21][CH:20]([OH:24])[C:16]=2[N:17]=[CH:18][N:19]=1.CCN(CC)CC. Product: [N+:1]([C:4]1[CH:12]=[CH:11][C:7]([C:8]([O:24][C@@H:20]2[C:16]3[N:17]=[CH:18][N:19]=[C:14]([Cl:13])[C:15]=3[C@H:22]([CH3:23])[CH2:21]2)=[O:9])=[CH:6][CH:5]=1)([O-:3])=[O:2].[N+:1]([C:4]1[CH:12]=[CH:11][C:7]([C:8]([O:24][C@H:20]2[C:16]3[N:17]=[CH:18][N:19]=[C:14]([Cl:13])[C:15]=3[C@H:22]([CH3:23])[CH2:21]2)=[O:9])=[CH:6][CH:5]=1)([O-:3])=[O:2]. The catalyst class is: 326. (3) Reactant: [CH3:1][NH:2][CH2:3][CH2:4][OH:5].C(O[BH-](OC(=O)C)OC(=O)C)(=O)C.[Na+].C(O)(=O)C.[CH:24]([C:26]1[CH:31]=[CH:30][C:29]([C:32]2[CH:37]=[CH:36][CH:35]=[C:34]([CH2:38][N:39]([CH3:51])[C:40](=[O:50])[CH2:41][NH:42][C:43](=[O:49])[O:44][C:45]([CH3:48])([CH3:47])[CH3:46])[CH:33]=2)=[CH:28][CH:27]=1)=O. Product: [OH:5][CH2:4][CH2:3][N:2]([CH2:24][C:26]1[CH:31]=[CH:30][C:29]([C:32]2[CH:37]=[CH:36][CH:35]=[C:34]([CH2:38][N:39]([CH3:51])[C:40](=[O:50])[CH2:41][NH:42][C:43](=[O:49])[O:44][C:45]([CH3:48])([CH3:46])[CH3:47])[CH:33]=2)=[CH:28][CH:27]=1)[CH3:1]. The catalyst class is: 452.